Dataset: Forward reaction prediction with 1.9M reactions from USPTO patents (1976-2016). Task: Predict the product of the given reaction. (1) Given the reactants [Si]([O:8][CH2:9][CH2:10][CH2:11][C@@H:12]([NH:17][C:18]1[N:26]=[C:25](Cl)[N:24]=[C:23]2[C:19]=1[N:20]([CH2:35][C:36]1[CH:41]=[CH:40][C:39]([C:42]([F:45])([F:44])[F:43])=[CH:38][CH:37]=1)[C:21]([C:28]1[CH:33]=[CH:32][CH:31]=[C:30]([CH3:34])[CH:29]=1)=[N:22]2)[CH:13]1[CH2:16][CH2:15][CH2:14]1)(C(C)(C)C)(C)C, predict the reaction product. The product is: [CH:13]1([C@H:12]([NH:17][C:18]2[N:26]=[CH:25][N:24]=[C:23]3[C:19]=2[N:20]([CH2:35][C:36]2[CH:37]=[CH:38][C:39]([C:42]([F:43])([F:45])[F:44])=[CH:40][CH:41]=2)[C:21]([C:28]2[CH:33]=[CH:32][CH:31]=[C:30]([CH3:34])[CH:29]=2)=[N:22]3)[CH2:11][CH2:10][CH2:9][OH:8])[CH2:16][CH2:15][CH2:14]1. (2) Given the reactants [CH:1]1[C:6]([OH:7])=[CH:5][CH:4]=[CH:3][C:2]=1[CH3:8].Br[C:10]([CH3:16])([CH3:15])[C:11]([O:13][CH3:14])=[O:12], predict the reaction product. The product is: [CH3:15][C:10]([O:7][C:6]1[CH:1]=[C:2]([CH3:8])[CH:3]=[CH:4][CH:5]=1)([CH3:16])[C:11]([O:13][CH3:14])=[O:12]. (3) Given the reactants [F:1][C:2]([F:11])([F:10])[O:3][C:4]1[CH:9]=[CH:8][CH:7]=[CH:6][CH:5]=1.[OH:12][S:13](O)(=[O:15])=[O:14].O=S(=O)=O.[OH-].[Na+:22], predict the reaction product. The product is: [F:1][C:2]([F:10])([F:11])[O:3][C:4]1[CH:9]=[CH:8][C:7]([S:13]([O-:15])(=[O:14])=[O:12])=[CH:6][CH:5]=1.[Na+:22].